From a dataset of Full USPTO retrosynthesis dataset with 1.9M reactions from patents (1976-2016). Predict the reactants needed to synthesize the given product. (1) Given the product [I:8][C:31]1[CH:30]=[C:29]([C:32]2[CH:36]=[C:35]([C:37]([O:39][CH3:40])=[O:38])[O:34][N:33]=2)[CH:28]=[CH:27][C:26]=1[O:25][CH3:24], predict the reactants needed to synthesize it. The reactants are: II.FC(F)(F)C(O[I:8](C1C=CC=CC=1)OC(=O)C(F)(F)F)=O.[CH3:24][O:25][C:26]1[CH:31]=[CH:30][C:29]([C:32]2[CH:36]=[C:35]([C:37]([O:39][CH3:40])=[O:38])[O:34][N:33]=2)=[CH:28][CH:27]=1. (2) The reactants are: [C:1]([NH:4][C:5]1[CH:10]=[C:9]([O:11][CH3:12])[CH:8]=[CH:7][C:6]=1[C:13](=O)[CH2:14][CH2:15][CH2:16][CH2:17][C:18]([O:20][CH3:21])=[O:19])(=[O:3])[CH3:2].[CH2:23]([SH:27])[CH2:24][CH2:25][SH:26].B(F)(F)F.CCOCC.C([O-])(O)=O.[Na+]. Given the product [C:1]([NH:4][C:5]1[CH:10]=[C:9]([O:11][CH3:12])[CH:8]=[CH:7][C:6]=1[C:13]1([CH2:14][CH2:15][CH2:16][CH2:17][C:18]([O:20][CH3:21])=[O:19])[S:27][CH2:23][CH2:24][CH2:25][S:26]1)(=[O:3])[CH3:2], predict the reactants needed to synthesize it. (3) Given the product [CH3:1][N:2]([CH3:13])[CH2:3][CH2:4][CH:5]([N:19]1[CH:18]=[C:17]([N+:14]([O-:16])=[O:15])[CH:21]=[N:20]1)[C:7]1[CH:12]=[CH:11][CH:10]=[CH:9][CH:8]=1, predict the reactants needed to synthesize it. The reactants are: [CH3:1][N:2]([CH3:13])[CH2:3][CH2:4][CH:5]([C:7]1[CH:12]=[CH:11][CH:10]=[CH:9][CH:8]=1)O.[N+:14]([C:17]1[CH:18]=[N:19][NH:20][CH:21]=1)([O-:16])=[O:15].C1(P(C2C=CC=CC=2)C2C=CC=CC=2)C=CC=CC=1.N(C(OCC)=O)=NC(OCC)=O. (4) Given the product [CH2:1]([O:3][C:4]([C:6]1[S:10][C:9]([C:21]2[CH:20]=[CH:19][C:18]([OH:31])=[CH:17][C:16]=2[CH3:15])=[N:8][C:7]=1[CH:12]([CH3:14])[CH3:13])=[O:5])[CH3:2], predict the reactants needed to synthesize it. The reactants are: [CH2:1]([O:3][C:4]([C:6]1[S:10][C:9](Br)=[N:8][C:7]=1[CH:12]([CH3:14])[CH3:13])=[O:5])[CH3:2].[CH3:15][C:16]1[CH:17]=[C:18]([OH:31])[CH:19]=[CH:20][C:21]=1B1OC(C)(C)C(C)(C)O1.C([O-])([O-])=O.[K+].[K+]. (5) Given the product [C:15]1([S:21]([C:24]2[CH:25]=[CH:26][C:27]([CH2:28][NH:1][CH2:2][C@H:3]([C:5]3[CH:10]=[CH:9][CH:8]=[CH:7][CH:6]=3)[OH:4])=[CH:30][CH:31]=2)(=[O:23])=[O:22])[CH:16]=[CH:17][CH:18]=[CH:19][CH:20]=1, predict the reactants needed to synthesize it. The reactants are: [NH2:1][CH2:2][C@H:3]([C:5]1[CH:10]=[CH:9][CH:8]=[CH:7][CH:6]=1)[OH:4].C(O)(=O)C.[C:15]1([S:21]([C:24]2[CH:31]=[CH:30][C:27]([CH:28]=O)=[CH:26][CH:25]=2)(=[O:23])=[O:22])[CH:20]=[CH:19][CH:18]=[CH:17][CH:16]=1.C(O[BH-](OC(=O)C)OC(=O)C)(=O)C.[Na+]. (6) Given the product [CH2:17]([O:16][C:8]1[CH:9]=[CH:10][C:11]2[O:12][C:13]3[C:4](=[CH:3][C:2]([C:32]4[CH:37]=[CH:36][CH:35]=[CH:34][N:33]=4)=[CH:15][CH:14]=3)[C@@:5]3([CH2:25][O:24][C:23]([NH2:26])=[N:22]3)[C:6]=2[CH:7]=1)[C:18]([CH3:19])([CH3:20])[CH3:21], predict the reactants needed to synthesize it. The reactants are: Br[C:2]1[CH:15]=[CH:14][C:13]2[O:12][C:11]3[C:6](=[CH:7][C:8]([O:16][CH2:17][C:18]([CH3:21])([CH3:20])[CH3:19])=[CH:9][CH:10]=3)[C@:5]3([CH2:25][O:24][C:23]([NH2:26])=[N:22]3)[C:4]=2[CH:3]=1.C([Sn](CCCC)(CCCC)[C:32]1[CH:37]=[CH:36][CH:35]=[CH:34][N:33]=1)CCC.O1CCOCC1. (7) Given the product [Br:1][C:23]1[C:24]([CH3:26])=[CH:25][C:12]2[O:11][C:10]([CH3:28])([CH3:9])[CH:14]([C:15]3[CH:16]=[CH:17][C:18]([CH3:21])=[CH:19][CH:20]=3)[C:13]=2[C:22]=1[CH3:27], predict the reactants needed to synthesize it. The reactants are: [Br:1]N1C(=O)CCC1=O.[CH3:9][C:10]1([CH3:28])[CH:14]([C:15]2[CH:20]=[CH:19][C:18]([CH3:21])=[CH:17][CH:16]=2)[C:13]2[C:22]([CH3:27])=[CH:23][C:24]([CH3:26])=[CH:25][C:12]=2[O:11]1. (8) Given the product [C:5]([C:14]1[CH:19]=[C:18]([CH3:20])[CH:17]=[C:16]([CH:22]=[O:23])[C:15]=1[OH:21])([C:8]1[CH:9]=[CH:10][CH:11]=[CH:12][CH:13]=1)([CH3:7])[CH3:6], predict the reactants needed to synthesize it. The reactants are: C([Mg]Br)C.[C:5]([C:14]1[CH:19]=[C:18]([CH3:20])[CH:17]=[CH:16][C:15]=1[OH:21])([C:8]1[CH:13]=[CH:12][CH:11]=[CH:10][CH:9]=1)([CH3:7])[CH3:6].[CH2:22]=[O:23].C(N(CC)CC)C.